From a dataset of Reaction yield outcomes from USPTO patents with 853,638 reactions. Predict the reaction yield, written as a fraction of the theoretical maximum amount of product (1.0 means a 100% yield; for example, 0.34 means a 34% yield). (1) The reactants are [Cl:1][C:2]1[CH:3]=[C:4]([N:8]2[C:13](=[O:14])[C:12](O)=[C:11]([C:16]3[CH:21]=[CH:20][C:19]([S:22]([CH3:25])(=[O:24])=[O:23])=[CH:18][CH:17]=3)[CH:10]=[N:9]2)[CH:5]=[CH:6][CH:7]=1.O=P(Cl)(Cl)[Cl:28]. No catalyst specified. The product is [Cl:1][C:2]1[CH:3]=[C:4]([N:8]2[C:13](=[O:14])[C:12]([Cl:28])=[C:11]([C:16]3[CH:21]=[CH:20][C:19]([S:22]([CH3:25])(=[O:24])=[O:23])=[CH:18][CH:17]=3)[CH:10]=[N:9]2)[CH:5]=[CH:6][CH:7]=1. The yield is 0.290. (2) The reactants are [CH2:1]([O:8][C:9]1[CH:14]=[CH:13][N:12]([C:15]2[CH:16]=[CH:17][C:18]3[C:19]4[CH2:28][NH:27][CH2:26][CH2:25][C:20]=4[N:21]([CH3:24])[C:22]=3[CH:23]=2)[C:11](=[O:29])[CH:10]=1)[C:2]1[CH:7]=[CH:6][CH:5]=[CH:4][CH:3]=1.C(N(CC)CC)C.[C:37](Cl)(=[O:39])[CH3:38]. The catalyst is C(Cl)Cl. The product is [C:37]([N:27]1[CH2:26][CH2:25][C:20]2[N:21]([CH3:24])[C:22]3[CH:23]=[C:15]([N:12]4[CH:13]=[CH:14][C:9]([O:8][CH2:1][C:2]5[CH:3]=[CH:4][CH:5]=[CH:6][CH:7]=5)=[CH:10][C:11]4=[O:29])[CH:16]=[CH:17][C:18]=3[C:19]=2[CH2:28]1)(=[O:39])[CH3:38]. The yield is 0.360. (3) The reactants are [CH3:1][O:2][C:3]1[CH:8]=[CH:7][C:6]([O:9][CH3:10])=[CH:5][C:4]=1[S:11][C:12]1[NH:13][C:14]2[C:19]([N:20]=1)=[C:18]([NH2:21])[N:17]=[CH:16][N:15]=2.Br[CH2:23][CH2:24][C:25]1[CH:30]=[CH:29][CH:28]=[CH:27][C:26]=1[Cl:31]. No catalyst specified. The product is [Cl:31][C:26]1[CH:27]=[CH:28][CH:29]=[CH:30][C:25]=1[CH2:24][CH2:23][N:15]1[C:14]2[C:19]([N:20]=[C:12]([S:11][C:4]3[CH:5]=[C:6]([O:9][CH3:10])[CH:7]=[CH:8][C:3]=3[O:2][CH3:1])[N:13]=2)=[C:18]([NH2:21])[N:17]=[CH:16]1. The yield is 0.180. (4) The reactants are [CH3:1][O:2][C:3]([C:5]1[C:18]([NH:19][C:20]2[CH:25]=[CH:24][C:23]([Br:26])=[CH:22][C:21]=2[Cl:27])=[C:17]([F:28])[C:8]2[N:9]=[CH:10][N:11]([CH2:12][CH2:13][C:14](O)=[O:15])[C:7]=2[CH:6]=1)=[O:4].[CH:29]1[CH:30]=CC2N(O)N=[N:35][C:33]=2[CH:34]=1.O.CCN(CC)CC.N1CCCC1.CCN=C=NCCCN(C)C. The catalyst is CN(C=O)C.CCOC(C)=O.O. The product is [CH3:1][O:2][C:3]([C:5]1[C:18]([NH:19][C:20]2[CH:25]=[CH:24][C:23]([Br:26])=[CH:22][C:21]=2[Cl:27])=[C:17]([F:28])[C:8]2[N:9]=[CH:10][N:11]([CH2:12][CH2:13][C:14](=[O:15])[N:35]3[CH2:30][CH2:29][CH2:34][CH2:33]3)[C:7]=2[CH:6]=1)=[O:4]. The yield is 0.670. (5) The reactants are [OH:1][C:2]1[C:11]([C:12]2[CH:17]=[CH:16][CH:15]=[CH:14][CH:13]=2)=[CH:10][C:9]2[N:8]=[CH:7][C:6]([C:18]3[CH:23]=[CH:22][CH:21]=[CH:20][CH:19]=3)=[N:5][C:4]=2[C:3]=1[C:24](O)=[O:25].Cl.C([NH:30][CH2:31][C:32]([OH:34])=[O:33])C.[CH2:35](N(CC)CC)[CH3:36].C1CN([P+](ON2N=NC3C=CC=CC2=3)(N2CCCC2)N2CCCC2)CC1.F[P-](F)(F)(F)(F)F. The catalyst is CN(C)C=O. The product is [OH:1][C:2]1[C:3]([C:24]([NH:30][CH2:31][C:32]([O:34][CH2:35][CH3:36])=[O:33])=[O:25])=[C:4]2[C:9](=[CH:10][C:11]=1[C:12]1[CH:17]=[CH:16][CH:15]=[CH:14][CH:13]=1)[N:8]=[CH:7][C:6]([C:18]1[CH:19]=[CH:20][CH:21]=[CH:22][CH:23]=1)=[N:5]2. The yield is 0.830. (6) The reactants are Br[C:2]1[CH:3]=[CH:4][C:5]([N+:8]([O-:10])=[O:9])=[N:6][CH:7]=1.C([O-])([O-])=O.[K+].[K+].[N:17]1([C:23]([O:25][C:26]([CH3:29])([CH3:28])[CH3:27])=[O:24])[CH2:22][CH2:21][NH:20][CH2:19][CH2:18]1.O. The catalyst is CS(C)=O. The product is [N+:8]([C:5]1[N:6]=[CH:7][C:2]([N:20]2[CH2:19][CH2:18][N:17]([C:23]([O:25][C:26]([CH3:29])([CH3:28])[CH3:27])=[O:24])[CH2:22][CH2:21]2)=[CH:3][CH:4]=1)([O-:10])=[O:9]. The yield is 0.370.